This data is from Full USPTO retrosynthesis dataset with 1.9M reactions from patents (1976-2016). The task is: Predict the reactants needed to synthesize the given product. (1) Given the product [CH3:1][O:2][C:3]1[CH:8]=[CH:7][CH:6]=[CH:5][C:4]=1[C:9]([C:11]1[C:20]([N+:21]([O-:23])=[O:22])=[C:19]2[C:14]([CH:15]=[CH:16][CH:17]=[N:18]2)=[CH:13][CH:12]=1)=[O:10], predict the reactants needed to synthesize it. The reactants are: [CH3:1][O:2][C:3]1[CH:8]=[CH:7][CH:6]=[CH:5][C:4]=1[CH:9]([C:11]1[C:20]([N+:21]([O-:23])=[O:22])=[C:19]2[C:14]([CH:15]=[CH:16][CH:17]=[N:18]2)=[CH:13][CH:12]=1)[OH:10].C1C=C[NH+]=CC=1.C1C=C[NH+]=CC=1.[O-][Cr](O[Cr]([O-])(=O)=O)(=O)=O. (2) Given the product [C:1]([O:5][C:6]([NH:8][C:9]([C:10]1[O:20][N:19]=[C:13]([C:14]([O:16][CH2:17][CH3:18])=[O:15])[N:12]=1)([CH3:22])[CH3:21])=[O:7])([CH3:4])([CH3:3])[CH3:2], predict the reactants needed to synthesize it. The reactants are: [C:1]([O:5][C:6]([NH:8][C:9]([CH3:22])([CH3:21])[C:10]([NH:12]/[C:13](=[N:19]/[OH:20])/[C:14]([O:16][CH2:17][CH3:18])=[O:15])=O)=[O:7])([CH3:4])([CH3:3])[CH3:2]. (3) The reactants are: COC(=O)[O:4][C:5]1[CH:10]=[C:9]([N+:11]([O-:13])=[O:12])[C:8]([CH3:14])=[C:7]([F:15])[C:6]=1[F:16].B(Br)(Br)Br. Given the product [F:16][C:6]1[C:7]([F:15])=[C:8]([CH3:14])[C:9]([N+:11]([O-:13])=[O:12])=[CH:10][C:5]=1[OH:4], predict the reactants needed to synthesize it. (4) Given the product [O:1]([C:8]1[CH:9]=[CH:10][C:11]([CH2:14][C:15]([O:17][CH3:23])=[O:16])=[CH:12][CH:13]=1)[C:2]1[CH:3]=[CH:4][CH:5]=[CH:6][CH:7]=1, predict the reactants needed to synthesize it. The reactants are: [O:1]([C:8]1[CH:13]=[CH:12][C:11]([CH2:14][C:15]([OH:17])=[O:16])=[CH:10][CH:9]=1)[C:2]1[CH:7]=[CH:6][CH:5]=[CH:4][CH:3]=1.S(=O)(=O)(O)O.[CH3:23]O. (5) Given the product [Cl:18][C:13]1[N:12]=[C:11]([NH:10][C:4]2[CH:5]=[CH:6][C:7]([O:8][CH3:9])=[C:2]([Cl:1])[CH:3]=2)[N:16]=[C:15]([NH:26][CH:19]2[CH2:25][CH2:24][CH2:23][CH2:22][CH2:21][CH2:20]2)[N:14]=1, predict the reactants needed to synthesize it. The reactants are: [Cl:1][C:2]1[CH:3]=[C:4]([NH:10][C:11]2[N:16]=[C:15](Cl)[N:14]=[C:13]([Cl:18])[N:12]=2)[CH:5]=[CH:6][C:7]=1[O:8][CH3:9].[CH:19]1([NH2:26])[CH2:25][CH2:24][CH2:23][CH2:22][CH2:21][CH2:20]1.O.[OH-].[Na+]. (6) Given the product [CH3:31][N:28]1[CH2:29][CH2:30][N:25]([C:22]2[CH:21]=[CH:20][C:19]([NH:18][C:12]3[C:13]4[N:14]([N:15]=[CH:16][N:17]=4)[C:9]([C:7]4[CH:6]=[CH:5][NH:4][C:3](=[O:2])[CH:8]=4)=[CH:10][CH:11]=3)=[CH:24][CH:23]=2)[CH2:26][CH2:27]1, predict the reactants needed to synthesize it. The reactants are: C[O:2][C:3]1[CH:8]=[C:7]([C:9]2[N:14]3[N:15]=[CH:16][N:17]=[C:13]3[C:12]([NH:18][C:19]3[CH:24]=[CH:23][C:22]([N:25]4[CH2:30][CH2:29][N:28]([CH3:31])[CH2:27][CH2:26]4)=[CH:21][CH:20]=3)=[CH:11][CH:10]=2)[CH:6]=[CH:5][N:4]=1.Cl.N1C=CC=CC=1.